This data is from Catalyst prediction with 721,799 reactions and 888 catalyst types from USPTO. The task is: Predict which catalyst facilitates the given reaction. (1) Reactant: [NH2:1][C@H:2]([CH3:28])[CH2:3][N:4]1[C:8]2=[N:9][CH:10]=[N:11][C:12]([NH2:13])=[C:7]2[C:6]([C:14]2[CH:19]=[CH:18][C:17]([O:20][C:21]3[CH:26]=[CH:25][CH:24]=[CH:23][CH:22]=3)=[CH:16][C:15]=2[F:27])=[N:5]1.[C:29]([CH2:31][C:32](O)=[O:33])#[N:30]. Product: [NH2:13][C:12]1[N:11]=[CH:10][N:9]=[C:8]2[N:4]([CH2:3][C@H:2]([NH:1][C:32](=[O:33])[CH2:31][C:29]#[N:30])[CH3:28])[N:5]=[C:6]([C:14]3[CH:19]=[CH:18][C:17]([O:20][C:21]4[CH:22]=[CH:23][CH:24]=[CH:25][CH:26]=4)=[CH:16][C:15]=3[F:27])[C:7]=12. The catalyst class is: 3. (2) The catalyst class is: 2. Product: [F:1][CH2:2][CH2:3][NH:4][C:12]1[CH:17]=[CH:16][C:15]([C:18]2[O:19][C:20]3[CH:26]=[C:25]([O:27][CH3:28])[CH:24]=[CH:23][C:21]=3[N:22]=2)=[CH:14][N:13]=1. Reactant: [F:1][CH2:2][CH2:3][N:4]([C:12]1[CH:17]=[CH:16][C:15]([C:18]2[O:19][C:20]3[CH:26]=[C:25]([O:27][CH3:28])[CH:24]=[CH:23][C:21]=3[N:22]=2)=[CH:14][N:13]=1)C(=O)OC(C)(C)C.FC(F)(F)C(O)=O.O.[OH-].[Na+]. (3) Reactant: [ClH:1].C1(C)C=CC=C[C:3]=1[C:8]1[CH:13]=[CH:12][CH:11]=[CH:10][C:9]=1[NH:14]N.Cl.O.[NH:19]1[CH2:24][CH2:23][C:22](=O)[CH2:21][CH2:20]1.Cl. Product: [ClH:1].[CH3:3][C:8]1[C:9]2[NH:14][C:22]3[CH2:21][CH2:20][NH:19][CH2:24][C:23]=3[C:10]=2[CH:11]=[CH:12][CH:13]=1. The catalyst class is: 14. (4) Reactant: [CH3:1][O:2][C:3](=[O:7])[C@H:4]([OH:6])[CH3:5].[O:8]1[CH:13]=[CH:12][CH2:11][CH2:10][CH2:9]1.C12(CS(O)(=O)=O)C(C)(C)C(CC1)CC2=O. Product: [CH3:1][O:2][C:3](=[O:7])[C@H:4]([O:6][CH:9]1[CH2:10][CH2:11][CH2:12][CH2:13][O:8]1)[CH3:5]. The catalyst class is: 2. (5) Reactant: Cl.[N+:2]([C:5]1[CH:6]=[C:7]([N:11]2[CH2:16][CH2:15][NH:14][CH2:13][CH2:12]2)[CH:8]=[CH:9][CH:10]=1)([O-:4])=[O:3].C(=O)([O-])[O-].[K+].[K+].[C:23]([O:27][C:28](O[C:28]([O:27][C:23]([CH3:26])([CH3:25])[CH3:24])=[O:29])=[O:29])([CH3:26])([CH3:25])[CH3:24].O. Product: [C:23]([O:27][C:28]([N:14]1[CH2:15][CH2:16][N:11]([C:7]2[CH:8]=[CH:9][CH:10]=[C:5]([N+:2]([O-:4])=[O:3])[CH:6]=2)[CH2:12][CH2:13]1)=[O:29])([CH3:26])([CH3:25])[CH3:24]. The catalyst class is: 10. (6) Reactant: [CH3:1][O:2][C:3]1[CH:8]=[CH:7][CH:6]=[CH:5][C:4]=1[N:9]1[CH2:14][CH2:13][N:12]([CH2:15][C@H:16]([NH2:24])[CH2:17][C:18]2[CH:23]=[CH:22][CH:21]=[CH:20][N:19]=2)[CH2:11][CH2:10]1.C(N(CC)CC)C.[CH3:32][C:33]1([C:39](Cl)=[O:40])[CH2:38][CH2:37][CH2:36][CH2:35][CH2:34]1. Product: [CH3:1][O:2][C:3]1[CH:8]=[CH:7][CH:6]=[CH:5][C:4]=1[N:9]1[CH2:14][CH2:13][N:12]([CH2:15][C@H:16]([NH:24][C:39]([C:33]2([CH3:32])[CH2:38][CH2:37][CH2:36][CH2:35][CH2:34]2)=[O:40])[CH2:17][C:18]2[CH:23]=[CH:22][CH:21]=[CH:20][N:19]=2)[CH2:11][CH2:10]1. The catalyst class is: 4. (7) The catalyst class is: 6. Reactant: CCO.Cl.[Cl:5][C:6]1[N:11]=[CH:10][C:9]([O:12][CH2:13][CH:14]2[CH2:19][CH2:18][NH:17][CH2:16][CH2:15]2)=[CH:8][N:7]=1.[CH2:20]([C:22]1([CH2:25][CH3:26])[CH2:24][O:23]1)[CH3:21].C([O-])([O-])=O.[K+].[K+]. Product: [Cl:5][C:6]1[N:11]=[CH:10][C:9]([O:12][CH2:13][CH:14]2[CH2:19][CH2:18][N:17]([CH2:24][C:22]([OH:23])([CH2:25][CH3:26])[CH2:20][CH3:21])[CH2:16][CH2:15]2)=[CH:8][N:7]=1. (8) Reactant: [F:1][C:2]1[CH:3]=[C:4]([N:31](C)[C:32](=O)OC(C)(C)C)[CH:5]=[CH:6][C:7]=1[O:8][C:9]1[CH:14]=[CH:13][C:12]([NH:15][C:16](=[O:30])[C:17]2[CH:22]=[CH:21][C:20]([O:23][C:24]3[CH:29]=[CH:28][CH:27]=[CH:26][CH:25]=3)=[CH:19][CH:18]=2)=[CH:11][N:10]=1. Product: [F:1][C:2]1[CH:3]=[C:4]([NH:31][CH3:32])[CH:5]=[CH:6][C:7]=1[O:8][C:9]1[N:10]=[CH:11][C:12]([NH:15][C:16](=[O:30])[C:17]2[CH:18]=[CH:19][C:20]([O:23][C:24]3[CH:29]=[CH:28][CH:27]=[CH:26][CH:25]=3)=[CH:21][CH:22]=2)=[CH:13][CH:14]=1. The catalyst class is: 67. (9) Reactant: [CH2:1]=[CH:2][CH2:3][CH:4]([OH:6])C.[C:7](N1C=CN=C1)(N1C=CN=C1)=[O:8].Cl.[CH3:20][O:21][C:22](=[O:29])[C@H:23]([CH2:25][CH2:26][CH2:27][CH3:28])[NH2:24].[CH3:30]N(C=O)C. Product: [CH2:4]([O:6][C:7]([NH:24][C@H:23]([C:22]([O:21][CH3:20])=[O:29])[CH2:25][CH2:26][CH2:27][CH3:28])=[O:8])[CH2:3][CH2:2][CH:1]=[CH2:30]. The catalyst class is: 27.